From a dataset of Reaction yield outcomes from USPTO patents with 853,638 reactions. Predict the reaction yield, written as a fraction of the theoretical maximum amount of product (1.0 means a 100% yield; for example, 0.34 means a 34% yield). (1) The reactants are [CH2:1]([S:8][C:9]1[CH:14]=[CH:13][CH:12]=[CH:11][C:10]=1[S:15]([N:18]1[CH2:23][CH2:22][O:21][CH2:20][CH2:19]1)(=[O:17])=[O:16])[C:2]1[CH:7]=[CH:6][CH:5]=[CH:4][CH:3]=1.[OH:24]O. The catalyst is C(O)(=O)C.O. The product is [CH2:1]([S:8]([C:9]1[CH:14]=[CH:13][CH:12]=[CH:11][C:10]=1[S:15]([N:18]1[CH2:23][CH2:22][O:21][CH2:20][CH2:19]1)(=[O:17])=[O:16])=[O:24])[C:2]1[CH:3]=[CH:4][CH:5]=[CH:6][CH:7]=1. The yield is 0.860. (2) The reactants are [CH2:1]([NH:8][C:9]1[CH:14]=[CH:13][CH:12]=[CH:11][C:10]=1[CH:15]=[C:16](Br)Br)[C:2]1[CH:7]=[CH:6][CH:5]=[CH:4][CH:3]=1.[C:19]1(B(O)O)[CH:24]=[CH:23][CH:22]=[CH:21][CH:20]=1.[O-]P([O-])([O-])=O.[K+].[K+].[K+].O. The catalyst is C1(C)C=CC=CC=1.CC([O-])=O.CC([O-])=O.[Pd+2].COC1C=CC=C(OC)C=1C1C=CC=CC=1P(C1CCCCC1)C1CCCCC1. The product is [CH2:1]([N:8]1[C:9]2[C:10](=[CH:11][CH:12]=[CH:13][CH:14]=2)[CH:15]=[C:16]1[C:19]1[CH:24]=[CH:23][CH:22]=[CH:21][CH:20]=1)[C:2]1[CH:7]=[CH:6][CH:5]=[CH:4][CH:3]=1. The yield is 0.820.